From a dataset of Full USPTO retrosynthesis dataset with 1.9M reactions from patents (1976-2016). Predict the reactants needed to synthesize the given product. (1) Given the product [CH2:12]([O:11][C:9](=[O:10])[C:7]1[CH:8]=[C:3]([C:1]#[N:2])[C:4]([N:16]2[CH2:21][CH2:20][CH:19]([C:22](=[O:24])[NH:36][S:33]([CH2:32][C:29]3[CH:30]=[CH:31][C:26]([Cl:25])=[CH:27][C:28]=3[F:37])(=[O:34])=[O:35])[CH2:18][CH2:17]2)=[N:5][C:6]=1[O:14][CH3:15])[CH3:13], predict the reactants needed to synthesize it. The reactants are: [C:1]([C:3]1[C:4]([N:16]2[CH2:21][CH2:20][CH:19]([C:22]([OH:24])=O)[CH2:18][CH2:17]2)=[N:5][C:6]([O:14][CH3:15])=[C:7]([C:9]([O:11][CH2:12][CH3:13])=[O:10])[CH:8]=1)#[N:2].[Cl:25][C:26]1[CH:31]=[CH:30][C:29]([CH2:32][S:33]([NH2:36])(=[O:35])=[O:34])=[C:28]([F:37])[CH:27]=1. (2) Given the product [CH2:1]([O:3][C:4]([CH:6]1[CH2:11][CH2:10][N:9]([C:12]2[N:17]=[C:16]([N:18]3[CH2:22][C@@H:21]([N:23]([CH2:41][C:42]4[CH:47]=[C:46]([C:48]([F:49])([F:51])[F:50])[CH:45]=[C:44]([C:52]([F:54])([F:55])[F:53])[CH:43]=4)[C:24]4[N:25]=[CH:26][C:27]([C:30]5[CH:34]=[N:33][NH:32][CH:31]=5)=[CH:28][N:29]=4)[CH2:20][C@H:19]3[CH2:56][CH3:57])[C:15]([Cl:58])=[CH:14][N:13]=2)[CH2:8][CH2:7]1)=[O:5])[CH3:2], predict the reactants needed to synthesize it. The reactants are: [CH2:1]([O:3][C:4]([CH:6]1[CH2:11][CH2:10][N:9]([C:12]2[N:17]=[C:16]([N:18]3[CH2:22][C@@H:21]([N:23]([CH2:41][C:42]4[CH:47]=[C:46]([C:48]([F:51])([F:50])[F:49])[CH:45]=[C:44]([C:52]([F:55])([F:54])[F:53])[CH:43]=4)[C:24]4[N:29]=[CH:28][C:27]([C:30]5[CH:31]=[N:32][N:33](C6CCCCO6)[CH:34]=5)=[CH:26][N:25]=4)[CH2:20][C@H:19]3[CH2:56][CH3:57])[C:15]([Cl:58])=[CH:14][N:13]=2)[CH2:8][CH2:7]1)=[O:5])[CH3:2].Cl.CO.C([O-])(O)=O.[Na+]. (3) Given the product [F:38][C:35]([F:36])([F:37])[C:33]1[CH:34]=[C:29]([CH:30]=[C:31]([C:39]([F:40])([F:41])[F:42])[CH:32]=1)[CH2:28][N:12]([CH2:11][C:10]1[CH:43]=[C:44]([C:47]([F:50])([F:49])[F:48])[CH:45]=[CH:46][C:9]=1[NH:8][CH2:1][CH3:2])[C:13]1[N:14]=[CH:15][C:16]([O:19][CH2:20][CH2:21][CH2:22][C:23]([O:25][CH2:26][CH3:27])=[O:24])=[CH:17][N:18]=1, predict the reactants needed to synthesize it. The reactants are: [CH2:1]([N:8](CC)[C:9]1[CH:46]=[CH:45][C:44]([C:47]([F:50])([F:49])[F:48])=[CH:43][C:10]=1[CH2:11][N:12]([CH2:28][C:29]1[CH:34]=[C:33]([C:35]([F:38])([F:37])[F:36])[CH:32]=[C:31]([C:39]([F:42])([F:41])[F:40])[CH:30]=1)[C:13]1[N:18]=[CH:17][C:16]([O:19][CH2:20][CH2:21][CH2:22][C:23]([O:25][CH2:26][CH3:27])=[O:24])=[CH:15][N:14]=1)[C:2]1C=CC=CC=1. (4) Given the product [CH2:1]([O:3][C:4](=[O:24])[CH2:5][O:6][C:7]1[CH:12]=[CH:11][C:10]([S:13][CH2:14][C:15]2[CH:16]=[C:17]([C:27]#[C:26][CH2:25][N:28]3[CH2:33][CH2:32][O:31][CH2:30][CH2:29]3)[CH:18]=[C:19]([OH:21])[CH:20]=2)=[CH:9][C:8]=1[CH3:23])[CH3:2], predict the reactants needed to synthesize it. The reactants are: [CH2:1]([O:3][C:4](=[O:24])[CH2:5][O:6][C:7]1[CH:12]=[CH:11][C:10]([S:13][CH2:14][C:15]2[CH:20]=[C:19]([OH:21])[CH:18]=[C:17](Br)[CH:16]=2)=[CH:9][C:8]=1[CH3:23])[CH3:2].[CH2:25]([N:28]1[CH2:33][CH2:32][O:31][CH2:30][CH2:29]1)[C:26]#[CH:27]. (5) The reactants are: [Cl:1][C:2]1[CH:3]=[CH:4][C:5]2[CH2:11][NH:10][CH2:9][CH:8]([CH:12]3[CH2:15][C:14]([F:17])([F:16])[CH2:13]3)[O:7][C:6]=2[N:18]=1.C=O.[C:21](O[BH-](OC(=O)C)OC(=O)C)(=O)C.[Na+]. Given the product [Cl:1][C:2]1[CH:3]=[CH:4][C:5]2[CH2:11][N:10]([CH3:21])[CH2:9][CH:8]([CH:12]3[CH2:13][C:14]([F:17])([F:16])[CH2:15]3)[O:7][C:6]=2[N:18]=1, predict the reactants needed to synthesize it. (6) Given the product [CH3:1][O:2][C:3](=[O:17])[C@@H:4]1[CH2:8][C@@H:7]([O:9][S:19]([CH3:18])(=[O:21])=[O:20])[CH2:6][N:5]1[C:10]([O:12][C:13]([CH3:14])([CH3:16])[CH3:15])=[O:11], predict the reactants needed to synthesize it. The reactants are: [CH3:1][O:2][C:3](=[O:17])[C@@H:4]1[CH2:8][C@@H:7]([OH:9])[CH2:6][N:5]1[C:10]([O:12][C:13]([CH3:16])([CH3:15])[CH3:14])=[O:11].[CH3:18][S:19](Cl)(=[O:21])=[O:20]. (7) Given the product [Cl:1][C:2]1[CH:7]=[C:6]([OH:19])[N:5]=[N:4][C:3]=1[O:9][C:10]1[CH:15]=[CH:14][CH:13]=[CH:12][C:11]=1[CH3:16], predict the reactants needed to synthesize it. The reactants are: [Cl:1][C:2]1[CH:7]=[C:6](Cl)[N:5]=[N:4][C:3]=1[O:9][C:10]1[CH:15]=[CH:14][CH:13]=[CH:12][C:11]=1[CH3:16].C(O)(=[O:19])C.C([O-])(=O)C.[K+]. (8) The reactants are: [CH2:1]([N:8]1[CH2:12][C@H:11]2[C:13]3[CH:14]=[CH:15][C:16](Br)=[C:17]([Cl:21])[C:18]=3[CH2:19][O:20][C@@:10]2([CH3:23])[CH2:9]1)[C:2]1[CH:7]=[CH:6][CH:5]=[CH:4][CH:3]=1.[C:24](B1OC(C)(C)C(C)(C)O1)([CH3:26])=[CH2:25].C(=O)([O-])[O-].[K+].[K+].O1CCOCC1. Given the product [CH2:1]([N:8]1[CH2:12][C@H:11]2[C:13]3[CH:14]=[CH:15][C:16]([C:24]([CH3:26])=[CH2:25])=[C:17]([Cl:21])[C:18]=3[CH2:19][O:20][C@@:10]2([CH3:23])[CH2:9]1)[C:2]1[CH:7]=[CH:6][CH:5]=[CH:4][CH:3]=1, predict the reactants needed to synthesize it. (9) Given the product [F:44][C:45]1[C:50]([C@@H:51]([N:53]2[CH2:54][C@H:55]([CH3:56])[O:57][C:22](=[O:23])[C:24]2=[O:39])[CH3:52])=[CH:49][CH:48]=[C:47]([F:58])[N:46]=1, predict the reactants needed to synthesize it. The reactants are: [OH-].[Na+].O.C1(C)C=CC=CC=1.C1COCC1.C1(C)C=CC([C:22]([C@:24](C(O)=O)([OH:39])[C@](C(C2C=CC(C)=CC=2)=O)(O)C(O)=O)=[O:23])=CC=1.[F:44][C:45]1[C:50]([C@@H:51]([NH:53][CH2:54][C@@H:55]([OH:57])[CH3:56])[CH3:52])=[CH:49][CH:48]=[C:47]([F:58])[N:46]=1.